Dataset: Forward reaction prediction with 1.9M reactions from USPTO patents (1976-2016). Task: Predict the product of the given reaction. (1) Given the reactants C(OC(=O)[NH:7][CH2:8][CH2:9][NH:10][C:11]1[N:20]=[C:19]([N:21]([C:23]2[CH:28]=[CH:27][C:26]([O:29][CH3:30])=[C:25]([O:31][CH3:32])[CH:24]=2)[CH3:22])[C:18]2[C:13](=[CH:14][CH:15]=[CH:16][CH:17]=2)[N:12]=1)(C)(C)C.ClC1N=C(N(C2C=CC(OC)=C(OC)C=2)C)C2C(=CC=CC=2)N=1.C(N(C(C)C)C(C)C)C.C(OC(=O)NCCN)(C)(C)C, predict the reaction product. The product is: [NH2:7][CH2:8][CH2:9][NH:10][C:11]1[N:20]=[C:19]([N:21]([C:23]2[CH:28]=[CH:27][C:26]([O:29][CH3:30])=[C:25]([O:31][CH3:32])[CH:24]=2)[CH3:22])[C:18]2[C:13](=[CH:14][CH:15]=[CH:16][CH:17]=2)[N:12]=1. (2) Given the reactants C(OC(=O)[NH:7][C@H:8]([C:10]1[N:14]([C:15]2[CH:20]=[CH:19][CH:18]=[CH:17][CH:16]=2)[C:13]2[C:21]([O:26][CH3:27])=[C:22]([F:25])[CH:23]=[CH:24][C:12]=2[N:11]=1)[CH3:9])(C)(C)C.[ClH:29], predict the reaction product. The product is: [ClH:29].[ClH:29].[F:25][C:22]1[CH:23]=[CH:24][C:12]2[N:11]=[C:10]([C@@H:8]([NH2:7])[CH3:9])[N:14]([C:15]3[CH:20]=[CH:19][CH:18]=[CH:17][CH:16]=3)[C:13]=2[C:21]=1[O:26][CH3:27]. (3) Given the reactants [OH:1][C:2]1[C:3](=[O:18])[N:4]([CH3:17])[C:5]2[C:10]([C:11]=1[C:12]([O:14][CH2:15][CH3:16])=[O:13])=[CH:9][CH:8]=[CH:7][CH:6]=2.C(N1[C:25]2[C:20](=[CH:21][CH:22]=[CH:23][CH:24]=2)C(=O)C1=O)[C:20]1[CH:25]=[CH:24][CH:23]=[CH:22][CH:21]=1, predict the reaction product. The product is: [CH2:17]([N:4]1[C:5]2[C:10](=[CH:9][CH:8]=[CH:7][CH:6]=2)[C:11]([C:12]([O:14][CH2:15][CH3:16])=[O:13])=[C:2]([OH:1])[C:3]1=[O:18])[C:20]1[CH:25]=[CH:24][CH:23]=[CH:22][CH:21]=1. (4) The product is: [Cl:15][C:16]1[CH:22]=[C:21]([S:23]([C:26]([F:27])([F:28])[F:29])(=[O:25])=[O:24])[CH:20]=[CH:19][C:17]=1[NH:18][C:4](=[O:6])[C:3]1[C:7]([CH3:14])=[CH:8][CH:9]=[C:10]([CH:11]([CH3:13])[CH3:12])[C:2]=1[OH:1]. Given the reactants [OH:1][C:2]1[C:10]([CH:11]([CH3:13])[CH3:12])=[CH:9][CH:8]=[C:7]([CH3:14])[C:3]=1[C:4]([OH:6])=O.[Cl:15][C:16]1[CH:22]=[C:21]([S:23]([C:26]([F:29])([F:28])[F:27])(=[O:25])=[O:24])[CH:20]=[CH:19][C:17]=1[NH2:18], predict the reaction product. (5) Given the reactants [S:1](Cl)(Cl)=[O:2].[OH:5][C@@H:6]([CH3:16])[CH2:7][NH:8][C:9](=[O:15])[O:10][C:11]([CH3:14])([CH3:13])[CH3:12].N1C=CC=CC=1.C(OCC)(=O)C, predict the reaction product. The product is: [CH3:16][C@@H:6]1[O:5][S:1](=[O:2])[N:8]([C:9]([O:10][C:11]([CH3:12])([CH3:14])[CH3:13])=[O:15])[CH2:7]1.